This data is from Catalyst prediction with 721,799 reactions and 888 catalyst types from USPTO. The task is: Predict which catalyst facilitates the given reaction. Reactant: Cl.[CH3:2][O:3][C:4]([C@@H:6]1[CH2:10][CH2:9][CH2:8][NH:7]1)=[O:5].Cl[C:12]1[O:13][C:14]2[CH:20]=[CH:19][CH:18]=[CH:17][C:15]=2[N:16]=1. Product: [O:13]1[C:14]2[CH:20]=[CH:19][CH:18]=[CH:17][C:15]=2[N:16]=[C:12]1[N:7]1[CH2:8][CH2:9][CH2:10][C@H:6]1[C:4]([O:3][CH3:2])=[O:5]. The catalyst class is: 2.